Task: Predict the reaction yield, written as a fraction of the theoretical maximum amount of product (1.0 means a 100% yield; for example, 0.34 means a 34% yield).. Dataset: Reaction yield outcomes from USPTO patents with 853,638 reactions (1) The reactants are [C:1]([O:5][C:6]([NH:8][CH2:9][CH2:10][C:11]([OH:13])=O)=[O:7])([CH3:4])([CH3:3])[CH3:2].CN1CCOCC1.C(Cl)(=O)OCC(C)C.Cl.[C:30]12([CH2:40][CH2:41][NH:42][CH2:43][CH2:44][CH2:45][CH2:46][CH3:47])[CH2:39][CH:34]3[CH2:35][CH:36]([CH2:38][CH:32]([CH2:33]3)[CH2:31]1)[CH2:37]2.C(=O)([O-])O.[Na+]. The catalyst is O1CCCC1.C(OCC)(=O)C. The product is [C:30]12([CH2:40][CH2:41][N:42]([CH2:43][CH2:44][CH2:45][CH2:46][CH3:47])[C:11](=[O:13])[CH2:10][CH2:9][NH:8][C:6]([O:5][C:1]([CH3:2])([CH3:3])[CH3:4])=[O:7])[CH2:37][CH:36]3[CH2:35][CH:34]([CH2:33][CH:32]([CH2:38]3)[CH2:31]1)[CH2:39]2. The yield is 0.850. (2) The reactants are CN(C(ON1N=NC2C=CC=NC1=2)=[N+](C)C)C.F[P-](F)(F)(F)(F)F.[C:25]([O:29][C:30]([NH:32][C:33]([NH:48][C:49]([O:51][C:52]([CH3:55])([CH3:54])[CH3:53])=[O:50])([CH2:37][CH2:38][CH2:39][NH:40][CH:41]([C:43]([O:45][CH2:46][CH3:47])=[O:44])[CH3:42])[C:34]([OH:36])=O)=[O:31])([CH3:28])([CH3:27])[CH3:26].CN1CCOCC1. The catalyst is CN(C)C=O. The product is [CH2:46]([O:45][C:43](=[O:44])[CH:41]([N:40]1[CH2:39][CH2:38][CH2:37][C:33]([NH:48][C:49]([O:51][C:52]([CH3:55])([CH3:53])[CH3:54])=[O:50])([NH:32][C:30]([O:29][C:25]([CH3:27])([CH3:26])[CH3:28])=[O:31])[C:34]1=[O:36])[CH3:42])[CH3:47]. The yield is 0.860.